From a dataset of Forward reaction prediction with 1.9M reactions from USPTO patents (1976-2016). Predict the product of the given reaction. (1) Given the reactants [CH3:1][C:2]1[C:7]([O:8][C:9]2[CH:14]=[CH:13][N:12]=[C:11]([NH:15][C:16]([N:18]3[CH2:22][CH2:21][CH2:20][CH2:19]3)=[O:17])[CH:10]=2)=[CH:6][CH:5]=[C:4]([N+:23]([O-])=O)[N:3]=1.[NH4+].[Cl-], predict the reaction product. The product is: [NH2:23][C:4]1[N:3]=[C:2]([CH3:1])[C:7]([O:8][C:9]2[CH:14]=[CH:13][N:12]=[C:11]([NH:15][C:16]([N:18]3[CH2:22][CH2:21][CH2:20][CH2:19]3)=[O:17])[CH:10]=2)=[CH:6][CH:5]=1. (2) Given the reactants [CH3:1][C:2]1[CH:7]=[C:6]([N+:8]([O-:10])=[O:9])[CH:5]=[CH:4][C:3]=1[OH:11].[C:12](=O)([O-])[O-].[K+].[K+].CI, predict the reaction product. The product is: [CH3:12][O:11][C:3]1[CH:4]=[CH:5][C:6]([N+:8]([O-:10])=[O:9])=[CH:7][C:2]=1[CH3:1]. (3) Given the reactants [Cl:1][C:2]1[CH:3]=[N:4][CH:5]=[CH:6][C:7]=1[N:8]1[CH:12]=[CH:11][CH:10]=[C:9]1[CH:13]=[O:14].[Br:15]N1C(=O)CCC1=O.O, predict the reaction product. The product is: [Br:15][C:11]1[CH:10]=[C:9]([CH:13]=[O:14])[N:8]([C:7]2[CH:6]=[CH:5][N:4]=[CH:3][C:2]=2[Cl:1])[CH:12]=1. (4) Given the reactants [Cl:1][C:2]1[N:6]2[N:7]=[C:8]([O:11][CH3:12])[CH:9]=[CH:10][C:5]2=[N:4][C:3]=1[C:13]1[CH:18]=[CH:17][C:16]([CH3:19])=[C:15]([N+:20]([O-])=O)[CH:14]=1.CC(O)=O, predict the reaction product. The product is: [Cl:1][C:2]1[N:6]2[N:7]=[C:8]([O:11][CH3:12])[CH:9]=[CH:10][C:5]2=[N:4][C:3]=1[C:13]1[CH:18]=[CH:17][C:16]([CH3:19])=[C:15]([CH:14]=1)[NH2:20]. (5) Given the reactants [CH:1]1([N:6]2[C:10](=[O:11])[CH2:9][C:8]([CH3:12])=[N:7]2)[CH2:5][CH2:4][CH2:3][CH2:2]1.C(=O)([O-])[O-].[K+].[K+].CS(O[CH2:24][C:25]1[N:29]([C:30]2[CH:35]=[CH:34][CH:33]=[CH:32][CH:31]=2)[N:28]=[C:27]([CH3:36])[CH:26]=1)(=O)=O.CC1C=C(CO)N(C2C=CC=CC=2)N=1, predict the reaction product. The product is: [CH:1]1([N:6]2[C:10]([O:11][CH2:24][C:25]3[N:29]([C:30]4[CH:31]=[CH:32][CH:33]=[CH:34][CH:35]=4)[N:28]=[C:27]([CH3:36])[CH:26]=3)=[CH:9][C:8]([CH3:12])=[N:7]2)[CH2:2][CH2:3][CH2:4][CH2:5]1. (6) Given the reactants [N:1]([C:4]1[CH:9]=[CH:8][N:7]=[CH:6][C:5]=1/[CH:10]=[N:11]/[C:12]1[C:17]([Cl:18])=[CH:16][C:15]([F:19])=[CH:14][C:13]=1[Cl:20])=[N+]=[N-], predict the reaction product. The product is: [Cl:20][C:13]1[CH:14]=[C:15]([F:19])[CH:16]=[C:17]([Cl:18])[C:12]=1[N:11]1[CH:10]=[C:5]2[CH:6]=[N:7][CH:8]=[CH:9][C:4]2=[N:1]1. (7) Given the reactants [CH3:1][C:2]1[C:7](=[O:8])[C:6]([CH3:9])=[C:5]([CH3:10])[C:4](=[O:11])[C:3]=1[CH2:12][C:13]1[CH:14]=[CH:15][C:16]([O:32]C(=O)C)=[C:17]([CH:31]=1)[C:18]([NH:20][C:21]1[CH:26]=[CH:25][C:24]([C:27]([F:30])([F:29])[F:28])=[CH:23][CH:22]=1)=[O:19].C(=O)([O-])O.[Na+], predict the reaction product. The product is: [CH3:1][C:2]1[C:7](=[O:8])[C:6]([CH3:9])=[C:5]([CH3:10])[C:4](=[O:11])[C:3]=1[CH2:12][C:13]1[CH:14]=[CH:15][C:16]([OH:32])=[C:17]([CH:31]=1)[C:18]([NH:20][C:21]1[CH:22]=[CH:23][C:24]([C:27]([F:30])([F:28])[F:29])=[CH:25][CH:26]=1)=[O:19]. (8) The product is: [CH2:1]([C@H:8]1[CH2:19][CH:18]=[CH:17][CH2:16][C@@H:15]([CH2:20][C:21]([NH:56][CH2:55][C:54]2[CH:57]=[CH:58][C:51]([Cl:50])=[CH:52][CH:53]=2)=[O:22])[C:14](=[O:28])[O:13][CH2:12][C@@H:11]([C:29]2[CH:34]=[CH:33][CH:32]=[CH:31][CH:30]=2)[NH:10][C:9]1=[O:35])[C:2]1[CH:7]=[CH:6][CH:5]=[CH:4][CH:3]=1. Given the reactants [CH2:1]([C@H:8]1[CH2:19][CH:18]=[CH:17][CH2:16][C@@H:15]([CH2:20][C:21](OC(C)(C)C)=[O:22])[C:14](=[O:28])[O:13][CH2:12][C@@H:11]([C:29]2[CH:34]=[CH:33][CH:32]=[CH:31][CH:30]=2)[NH:10][C:9]1=[O:35])[C:2]1[CH:7]=[CH:6][CH:5]=[CH:4][CH:3]=1.[SiH](CC)(CC)CC.FC(F)(F)C(O)=O.[Cl:50][C:51]1[CH:58]=[CH:57][C:54]([CH2:55][NH2:56])=[CH:53][CH:52]=1, predict the reaction product.